This data is from Forward reaction prediction with 1.9M reactions from USPTO patents (1976-2016). The task is: Predict the product of the given reaction. (1) Given the reactants [Br:1][C:2]1[N:6]2[N:7]=[CH:8][CH:9]=[CH:10][C:5]2=[N:4][C:3]=1[C:11]([O:13]CC)=O.[CH:16]1([NH2:19])[CH2:18][CH2:17]1.[Cl-].[Ca+2].[Cl-], predict the reaction product. The product is: [Br:1][C:2]1[N:6]2[N:7]=[CH:8][CH:9]=[CH:10][C:5]2=[N:4][C:3]=1[C:11]([NH:19][CH:16]1[CH2:18][CH2:17]1)=[O:13]. (2) Given the reactants [CH2:1]([N:8]1[CH2:28][CH2:27][C:11]2[N:12]=[C:13](Cl)[N:14]=[C:15]([N:16]3[CH2:21][CH2:20][C@@H:19]([O:22][CH3:23])[C:18]([CH3:25])([CH3:24])[CH2:17]3)[C:10]=2[CH2:9]1)[C:2]1[CH:7]=[CH:6][CH:5]=[CH:4][CH:3]=1.[CH3:29][C:30]1[C:38]2[C:33](=[CH:34][CH:35]=[C:36]([CH3:48])[C:37]=2B2OC(C)(C)C(C)(C)O2)[N:32]([S:49]([C:52]2[CH:58]=[CH:57][C:55]([CH3:56])=[CH:54][CH:53]=2)(=[O:51])=[O:50])[N:31]=1.C(=O)([O-])[O-].[Na+].[Na+], predict the reaction product. The product is: [CH2:1]([N:8]1[CH2:28][CH2:27][C:11]2[N:12]=[C:13]([C:37]3[C:36]([CH3:48])=[CH:35][CH:34]=[C:33]4[C:38]=3[C:30]([CH3:29])=[N:31][N:32]4[S:49]([C:52]3[CH:58]=[CH:57][C:55]([CH3:56])=[CH:54][CH:53]=3)(=[O:50])=[O:51])[N:14]=[C:15]([N:16]3[CH2:21][CH2:20][C@@H:19]([O:22][CH3:23])[C:18]([CH3:25])([CH3:24])[CH2:17]3)[C:10]=2[CH2:9]1)[C:2]1[CH:7]=[CH:6][CH:5]=[CH:4][CH:3]=1.